This data is from Retrosynthesis with 50K atom-mapped reactions and 10 reaction types from USPTO. The task is: Predict the reactants needed to synthesize the given product. (1) Given the product O=C1Nc2ccccc2N(C(=O)CCCCl)c2ccccc21, predict the reactants needed to synthesize it. The reactants are: O=C(Cl)CCCCl.O=C1Nc2ccccc2Nc2ccccc21. (2) Given the product N#CC[C@H]1CC[C@H](N)CC1, predict the reactants needed to synthesize it. The reactants are: CC(C)(C)OC(=O)N[C@H]1CC[C@H](CC#N)CC1. (3) Given the product Cc1nc(NNC(=O)[C@H](CC2CCCC2)CN(C=O)OCc2ccccc2)c(F)c(N2CCN(C)[C@@H](C)C2)n1, predict the reactants needed to synthesize it. The reactants are: Cc1nc(NN)c(F)c(N2CCN(C)[C@@H](C)C2)n1.O=CN(C[C@@H](CC1CCCC1)C(=O)O)OCc1ccccc1. (4) Given the product CC(C)(C)OC(=O)N1CC(F)(F)C[C@H]1C(=O)NCC(=O)c1ccc(Br)cc1, predict the reactants needed to synthesize it. The reactants are: CC(C)(C)OC(=O)N1CC(F)(F)C[C@H]1C(=O)O.NCC(=O)c1ccc(Br)cc1. (5) Given the product COc1ccc(CCCC(=O)O)cc1C, predict the reactants needed to synthesize it. The reactants are: COc1ccc(C(=O)CCC(=O)O)cc1C. (6) Given the product COc1ccc2c(c1)CCC1=C2C(=O)C[C@]2(C)[C@@H](OC3CCCCO3)CC[C@@H]12, predict the reactants needed to synthesize it. The reactants are: C1=COCCC1.COc1ccc2c(c1)CCC1=C2C(=O)C[C@]2(C)[C@@H](O)CC[C@@H]12. (7) Given the product CC(C)(C)c1cccc(CC(NC(=O)c2ccc(F)c3ccccc23)C(O)c2cccc(Cl)c2)c1, predict the reactants needed to synthesize it. The reactants are: CC(C)(C)c1cccc(CC(N)C(O)c2cccc(Cl)c2)c1.O=C(O)c1ccc(F)c2ccccc12. (8) Given the product Cc1cc(C(=O)N2CCN(C(=O)C(=O)NC34CCC(CC3)Cn3c4nc(C(=O)NCc4ccc(F)cc4)c(O)c3=O)CC2)no1, predict the reactants needed to synthesize it. The reactants are: Cc1cc(C(=O)Cl)no1.O=C(NC12CCC(CC1)Cn1c2nc(C(=O)NCc2ccc(F)cc2)c(O)c1=O)C(=O)N1CCNCC1. (9) The reactants are: CC(C)(C)OC(=O)N1CCC(C)(C(=O)O)CC1.Nc1cccc(S(N)(=O)=O)c1. Given the product CC(C)(C)OC(=O)N1CCC(C)(C(=O)Nc2cccc(S(N)(=O)=O)c2)CC1, predict the reactants needed to synthesize it.